From a dataset of Full USPTO retrosynthesis dataset with 1.9M reactions from patents (1976-2016). Predict the reactants needed to synthesize the given product. (1) Given the product [CH3:1][O:2][C:3](=[O:33])[CH2:4][CH2:5][C:6]1[C:7]([CH3:32])=[C:8]([C:19]([NH:22][S:23]([C:26]2[CH:31]=[CH:30][CH:29]=[CH:28][N:27]=2)(=[O:25])=[O:24])=[CH:20][CH:21]=1)[C:9]([OH:11])=[O:10], predict the reactants needed to synthesize it. The reactants are: [CH3:1][O:2][C:3](=[O:33])/[CH:4]=[CH:5]/[C:6]1[C:7]([CH3:32])=[C:8]([C:19]([NH:22][S:23]([C:26]2[CH:31]=[CH:30][CH:29]=[CH:28][N:27]=2)(=[O:25])=[O:24])=[CH:20][CH:21]=1)[C:9]([O:11]CC1C=CC=CC=1)=[O:10].[H][H]. (2) Given the product [Cl:31][C:32]1[CH:45]=[CH:44][C:35]([CH2:36][N:37]2[CH2:42][CH2:41][CH:40]([NH:43][C:10]([C:8]3[CH:7]=[CH:6][CH:5]=[C:4]4[C:9]=3[NH:1][CH:2]=[CH:3]4)=[O:12])[CH2:39][CH2:38]2)=[CH:34][C:33]=1[O:46][CH2:47][CH3:48], predict the reactants needed to synthesize it. The reactants are: [NH:1]1[C:9]2[C:4](=[CH:5][CH:6]=[CH:7][C:8]=2[C:10]([OH:12])=O)[CH:3]=[CH:2]1.CCN(CC)CC.CCN=C=NCCCN(C)C.[Cl:31][C:32]1[CH:45]=[CH:44][C:35]([CH2:36][N:37]2[CH2:42][CH2:41][CH:40]([NH2:43])[CH2:39][CH2:38]2)=[CH:34][C:33]=1[O:46][CH2:47][CH3:48]. (3) The reactants are: [CH:1]1[C:10]2[C:5](=[CH:6][CH:7]=[CH:8][CH:9]=2)[CH:4]=[CH:3][C:2]=1[S:11]([CH:14]1[CH2:19][CH2:18][NH:17][CH2:16][CH2:15]1)(=[O:13])=[O:12].Cl[C:21]1[C:26]([Cl:27])=[CH:25][CH:24]=[CH:23][N:22]=1. Given the product [Cl:27][C:26]1[C:21]([N:17]2[CH2:18][CH2:19][CH:14]([S:11]([C:2]3[CH:3]=[CH:4][C:5]4[C:10](=[CH:9][CH:8]=[CH:7][CH:6]=4)[CH:1]=3)(=[O:12])=[O:13])[CH2:15][CH2:16]2)=[N:22][CH:23]=[CH:24][CH:25]=1, predict the reactants needed to synthesize it.